This data is from Catalyst prediction with 721,799 reactions and 888 catalyst types from USPTO. The task is: Predict which catalyst facilitates the given reaction. Reactant: [S:1]1[CH:5]=[CH:4][CH:3]=[C:2]1[CH2:6][C:7]#[N:8].N#N.[O-:11][CH2:12]C.[Na+].C(OCC)=O.Cl. Product: [O:11]=[CH:12][CH:6]([C:2]1[S:1][CH:5]=[CH:4][CH:3]=1)[C:7]#[N:8]. The catalyst class is: 40.